This data is from Forward reaction prediction with 1.9M reactions from USPTO patents (1976-2016). The task is: Predict the product of the given reaction. (1) Given the reactants [Al].Br[C:3]1[CH:4]=[C:5]2[C:13](=[CH:14][CH:15]=1)[N:12]([CH2:16][CH2:17][CH:18]([CH3:25])[CH2:19][CH2:20][CH2:21][CH:22]([CH3:24])[CH3:23])[C:11]1[CH:10]=[C:9]([O:26][CH3:27])[C:8]([C:28]3[C:29]([O:52][CH3:53])=[CH:30][C:31]4[N:32]([CH2:42][CH2:43][CH:44]([CH3:51])[CH2:45][CH2:46][CH2:47][CH:48]([CH3:50])[CH3:49])[C:33]5[C:38]([C:39]=4[CH:40]=3)=[CH:37][C:36](Br)=[CH:35][CH:34]=5)=[CH:7][C:6]2=1.CC1(C)C(C)(C)OB([C:62]2[CH:67]=[CH:66][CH:65]=[CH:64][CH:63]=2)O1.C(=O)([O-])[O-].[K+].[K+], predict the reaction product. The product is: [CH3:25][CH:18]([CH2:19][CH2:20][CH2:21][CH:22]([CH3:23])[CH3:24])[CH2:17][CH2:16][N:12]1[C:11]2[CH:10]=[C:9]([O:26][CH3:27])[C:8]([C:28]3[C:29]([O:52][CH3:53])=[CH:30][C:31]4[N:32]([CH2:42][CH2:43][CH:44]([CH3:51])[CH2:45][CH2:46][CH2:47][CH:48]([CH3:50])[CH3:49])[C:33]5[C:38]([C:39]=4[CH:40]=3)=[CH:37][C:36]([C:3]3[CH:4]=[CH:5][CH:13]=[CH:14][CH:15]=3)=[CH:35][CH:34]=5)=[CH:7][C:6]=2[C:5]2[C:13]1=[CH:14][CH:15]=[C:3]([C:62]1[CH:63]=[CH:64][CH:65]=[CH:66][CH:67]=1)[CH:4]=2. (2) Given the reactants [O:1]1[CH2:6][CH2:5][CH2:4][CH2:3][CH:2]1[O:7][CH2:8][CH2:9][C:10]#[C:11][CH2:12][OH:13].C(O)C.N1C(C)=CC=CC=1C, predict the reaction product. The product is: [O:1]1[CH2:6][CH2:5][CH2:4][CH2:3][CH:2]1[O:7][CH2:8][CH2:9][CH:10]=[CH:11][CH2:12][OH:13]. (3) Given the reactants [CH3:1][CH:2]([CH3:30])[C:3]([NH:5][C:6]1[CH:11]=[CH:10][CH:9]=[C:8]([CH:12]2[CH2:17][CH2:16][N:15]([CH2:18][CH2:19][CH2:20][CH2:21][C:22](=O)[C:23]3[CH:28]=[CH:27][CH:26]=[CH:25][CH:24]=3)[CH2:14][CH2:13]2)[CH:7]=1)=[O:4].[CH3:31][N:32]([C:34]1[CH:39]=[CH:38][CH:37]=[CH:36][CH:35]=1)N, predict the reaction product. The product is: [CH3:1][CH:2]([CH3:30])[C:3]([NH:5][C:6]1[CH:11]=[CH:10][CH:9]=[C:8]([CH:12]2[CH2:17][CH2:16][N:15]([CH2:18][CH2:19][CH2:20][C:21]3[C:39]4[C:34](=[CH:35][CH:36]=[CH:37][CH:38]=4)[N:32]([CH3:31])[C:22]=3[C:23]3[CH:28]=[CH:27][CH:26]=[CH:25][CH:24]=3)[CH2:14][CH2:13]2)[CH:7]=1)=[O:4]. (4) Given the reactants [Br:1][C:2]1[CH:3]=[CH:4][C:5]([O:34][CH2:35][C:36]2[CH:41]=[CH:40][CH:39]=[CH:38][CH:37]=2)=[C:6]([CH:33]=1)[CH2:7][N:8]([C:20]1[CH:32]=[CH:31][C:23]([C:24]([O:26][C:27]([CH3:30])([CH3:29])[CH3:28])=[O:25])=[CH:22][CH:21]=1)[CH2:9][C:10]1[CH:15]=[CH:14][C:13]([C:16]([O:18]C)=[O:17])=[CH:12][CH:11]=1.[OH-].[Na+], predict the reaction product. The product is: [Br:1][C:2]1[CH:3]=[CH:4][C:5]([O:34][CH2:35][C:36]2[CH:37]=[CH:38][CH:39]=[CH:40][CH:41]=2)=[C:6]([CH:33]=1)[CH2:7][N:8]([CH2:9][C:10]1[CH:11]=[CH:12][C:13]([C:16]([OH:18])=[O:17])=[CH:14][CH:15]=1)[C:20]1[CH:32]=[CH:31][C:23]([C:24]([O:26][C:27]([CH3:30])([CH3:29])[CH3:28])=[O:25])=[CH:22][CH:21]=1. (5) Given the reactants [Cl:1][C:2]1[CH:3]=[C:4]([NH:9][C:10]2[N:15]=[C:14]([C:16]3[C:17]([C:25]4[CH:26]=[C:27]([NH:31][C:32](=[O:41])[C:33]5[C:38]([F:39])=[CH:37][CH:36]=[CH:35][C:34]=5[F:40])[CH:28]=[CH:29][CH:30]=4)=[N:18][N:19]4[CH:24]=[CH:23][CH:22]=[CH:21][C:20]=34)[CH:13]=[CH:12][N:11]=2)[CH:5]=[CH:6][C:7]=1[OH:8].Cl.ClCCN1C[CH2:50][O:49][CH2:48][CH2:47]1, predict the reaction product. The product is: [Cl:1][C:2]1[CH:3]=[C:4]([NH:9][C:10]2[N:15]=[C:14]([C:16]3[C:17]([C:25]4[CH:26]=[C:27]([NH:31][C:32](=[O:41])[C:33]5[C:38]([F:39])=[CH:37][CH:36]=[CH:35][C:34]=5[F:40])[CH:28]=[CH:29][CH:30]=4)=[N:18][N:19]4[CH:24]=[CH:23][CH:22]=[CH:21][C:20]=34)[CH:13]=[CH:12][N:11]=2)[CH:5]=[CH:6][C:7]=1[O:8][CH2:47][CH2:48][O:49][CH3:50]. (6) Given the reactants Cl[C:2]1[N:7]=[C:6]([NH:8][C:9]2[CH:14]=[CH:13][CH:12]=[C:11]([OH:15])[CH:10]=2)[C:5]([F:16])=[CH:4][N:3]=1.[CH3:17][O:18][C:19]([C:21]1[CH:22]=[C:23]([CH:25]=[CH:26][C:27]=1[O:28][CH3:29])[NH2:24])=[O:20], predict the reaction product. The product is: [F:16][C:5]1[C:6]([NH:8][C:9]2[CH:14]=[CH:13][CH:12]=[C:11]([OH:15])[CH:10]=2)=[N:7][C:2]([NH:24][C:23]2[CH:25]=[CH:26][C:27]([O:28][CH3:29])=[C:21]([C:19]([O:18][CH3:17])=[O:20])[CH:22]=2)=[N:3][CH:4]=1.